Dataset: Reaction yield outcomes from USPTO patents with 853,638 reactions. Task: Predict the reaction yield, written as a fraction of the theoretical maximum amount of product (1.0 means a 100% yield; for example, 0.34 means a 34% yield). (1) The reactants are [C:1]1([CH:7]([C:12]2[CH:17]=[CH:16][CH:15]=[CH:14][CH:13]=2)[C:8](OC)=[O:9])[CH:6]=[CH:5][CH:4]=[CH:3][CH:2]=1.O.[NH2:19][NH2:20]. The catalyst is CCO. The product is [C:1]1([CH:7]([C:12]2[CH:17]=[CH:16][CH:15]=[CH:14][CH:13]=2)[C:8]([NH:19][NH2:20])=[O:9])[CH:6]=[CH:5][CH:4]=[CH:3][CH:2]=1. The yield is 0.970. (2) The catalyst is ClCCl. The yield is 1.02. The reactants are [NH2:1][C:2]1[CH:7]=[CH:6][CH:5]=[CH:4][N:3]=1.C(N(CC)CC)C.[CH3:15][C:16]([CH3:21])([CH3:20])[C:17](Cl)=[O:18].O. The product is [CH3:15][C:16]([CH3:21])([CH3:20])[C:17]([NH:1][C:2]1[CH:7]=[CH:6][CH:5]=[CH:4][N:3]=1)=[O:18]. (3) The reactants are [Cl-].O[NH3+:3].[C:4](=[O:7])([O-])[OH:5].[Na+].CS(C)=O.[CH3:13][O:14][C:15]1[CH:16]=[C:17]([N:21]2[C:26](=[O:27])[C:25]([CH2:28][C:29]3[CH:34]=[CH:33][C:32]([C:35]4[C:36]([C:41]#[N:42])=[CH:37][CH:38]=[CH:39][CH:40]=4)=[CH:31][CH:30]=3)=[C:24]([CH2:43][CH2:44][CH3:45])[N:23]3[N:46]=[CH:47][N:48]=[C:22]23)[CH:18]=[CH:19][CH:20]=1. The catalyst is C(OCC)(=O)C. The product is [CH3:13][O:14][C:15]1[CH:16]=[C:17]([N:21]2[C:26](=[O:27])[C:25]([CH2:28][C:29]3[CH:34]=[CH:33][C:32]([C:35]4[CH:40]=[CH:39][CH:38]=[CH:37][C:36]=4[C:41]4[NH:3][C:4](=[O:7])[O:5][N:42]=4)=[CH:31][CH:30]=3)=[C:24]([CH2:43][CH2:44][CH3:45])[N:23]3[N:46]=[CH:47][N:48]=[C:22]23)[CH:18]=[CH:19][CH:20]=1. The yield is 0.460. (4) The reactants are [H-].[Na+].[CH3:3][O:4][C:5]1[CH:10]=[CH:9][C:8]([C:11](=[O:19])[CH2:12][C:13]2[CH:18]=[CH:17][CH:16]=[CH:15][CH:14]=2)=[CH:7][CH:6]=1.Br[CH2:21][C:22]([O:24][CH2:25][CH3:26])=[O:23]. The catalyst is CS(C)=O.C1(C)C=CC=CC=1. The product is [CH2:25]([O:24][C:22](=[O:23])[CH2:21][CH:12]([C:13]1[CH:18]=[CH:17][CH:16]=[CH:15][CH:14]=1)[C:11]([C:8]1[CH:7]=[CH:6][C:5]([O:4][CH3:3])=[CH:10][CH:9]=1)=[O:19])[CH3:26]. The yield is 0.990. (5) The yield is 0.420. No catalyst specified. The reactants are [C:1]1([C:7]2[CH:15]=[CH:14][CH:13]=[C:12]3[C:8]=2[C:9]2[CH:19]=[CH:18][CH:17]=[N:16][C:10]=2[NH:11]3)[CH:6]=[CH:5][CH:4]=[CH:3][CH:2]=1.[CH3:20][O:21]C1C=C(B(O)O)C=CC=1. The product is [CH3:20][O:21][C:5]1[CH:6]=[C:1]([C:7]2[CH:15]=[CH:14][CH:13]=[C:12]3[C:8]=2[C:9]2[CH:19]=[CH:18][CH:17]=[N:16][C:10]=2[NH:11]3)[CH:2]=[CH:3][CH:4]=1. (6) The reactants are [C:1]([C:5]1[CH:10]=[CH:9][C:8]([N+:11]([O-:13])=[O:12])=[CH:7][C:6]=1N)([CH3:4])([CH3:3])[CH3:2].N([O-])=O.[Na+].[O-:19][S:20]([O-:22])=O.[Na+].[Na+].[ClH:25]. The catalyst is O.[O-]S([O-])(=O)=O.[Cu+2]. The product is [C:1]([C:5]1[CH:10]=[CH:9][C:8]([N+:11]([O-:13])=[O:12])=[CH:7][C:6]=1[S:20]([Cl:25])(=[O:22])=[O:19])([CH3:4])([CH3:3])[CH3:2]. The yield is 0.170.